From a dataset of Forward reaction prediction with 1.9M reactions from USPTO patents (1976-2016). Predict the product of the given reaction. (1) Given the reactants [CH:1]1[CH:2]=[C:3]([CH2:6][NH:7][C:8]2[C:13]([C:14]([OH:16])=O)=[CH:12][C:11]([S:17]([NH2:20])(=[O:19])=[O:18])=[C:10]([Cl:21])[CH:9]=2)[O:4][CH:5]=1.C1N=C[N:24](C(N2C=NC=C2)=O)C=1.[N:34]1([CH2:40][CH2:41]N)[CH2:39][CH2:38][CH2:37][CH2:36][CH2:35]1, predict the reaction product. The product is: [N:34]1([CH2:40][CH2:41][C:9]2[C:8]([NH:7][CH2:6][C:3]3[O:4][CH:5]=[CH:1][CH:2]=3)=[C:13]([CH:12]=[C:11]([S:17]([NH2:20])(=[O:19])=[O:18])[C:10]=2[Cl:21])[C:14]([NH2:24])=[O:16])[CH2:39][CH2:38][CH2:37][CH2:36][CH2:35]1. (2) Given the reactants Cl.[NH:2]1[CH2:6][CH2:5][CH:4]([C:7]2[O:11][N:10]=[C:9]([C:12]3[NH:13][CH:14]=[CH:15][CH:16]=3)[N:8]=2)[CH2:3]1.C(N(CC)CC)C.[F:24][C:25]1[CH:33]=[CH:32][C:28]([C:29](Cl)=[O:30])=[CH:27][CH:26]=1.[OH-].[Na+], predict the reaction product. The product is: [F:24][C:25]1[CH:33]=[CH:32][C:28]([C:29]([N:2]2[CH2:6][CH2:5][CH:4]([C:7]3[O:11][N:10]=[C:9]([C:12]4[NH:13][CH:14]=[CH:15][CH:16]=4)[N:8]=3)[CH2:3]2)=[O:30])=[CH:27][CH:26]=1. (3) Given the reactants Br[C:2]1[CH:16]=[CH:15][C:5]([CH2:6][NH:7][C:8](=[O:14])[O:9][C:10]([CH3:13])([CH3:12])[CH3:11])=[C:4]([Cl:17])[CH:3]=1.[B:18]1([B:18]2[O:22][C:21]([CH3:24])([CH3:23])[C:20]([CH3:26])([CH3:25])[O:19]2)[O:22][C:21]([CH3:24])([CH3:23])[C:20]([CH3:26])([CH3:25])[O:19]1.C([O-])(=O)C.[K+], predict the reaction product. The product is: [Cl:17][C:4]1[CH:3]=[C:2]([B:18]2[O:22][C:21]([CH3:24])([CH3:23])[C:20]([CH3:26])([CH3:25])[O:19]2)[CH:16]=[CH:15][C:5]=1[CH2:6][NH:7][C:8](=[O:14])[O:9][C:10]([CH3:13])([CH3:12])[CH3:11]. (4) Given the reactants [F:1][C:2]1[C:11]([OH:12])=[CH:10][CH:9]=[C:8]2[C:3]=1[CH:4]=[CH:5][CH:6]=[C:7]2[C:13]([OH:15])=[O:14].C([O-])([O-])=O.[Cs+].[Cs+].Cl[C:23]1[C:32]2[C:27](=[CH:28][C:29]([O:35][CH3:36])=[C:30]([O:33][CH3:34])[CH:31]=2)[N:26]=[CH:25][CH:24]=1, predict the reaction product. The product is: [CH3:34][O:33][C:30]1[CH:31]=[C:32]2[C:27](=[CH:28][C:29]=1[O:35][CH3:36])[N:26]=[CH:25][CH:24]=[C:23]2[O:12][C:11]1[C:2]([F:1])=[C:3]2[C:8](=[CH:9][CH:10]=1)[C:7]([C:13]([OH:15])=[O:14])=[CH:6][CH:5]=[CH:4]2. (5) Given the reactants [Cl:1][C:2]1[CH:32]=[CH:31][C:5]([CH2:6][N:7]([CH2:26][C:27]([NH:29][NH2:30])=[O:28])[C:8]([C:10]2([CH3:25])[CH2:13][CH2:12][N:11]2[C:14](=[O:24])[CH2:15][C:16]2[CH:21]=[C:20]([CH3:22])[CH:19]=[C:18]([CH3:23])[CH:17]=2)=[O:9])=[CH:4][CH:3]=1.Cl[C:34](Cl)([O:36]C(=O)OC(Cl)(Cl)Cl)Cl, predict the reaction product. The product is: [Cl:1][C:2]1[CH:3]=[CH:4][C:5]([CH2:6][N:7]([CH2:26][C:27]2[O:28][C:34]([OH:36])=[N:30][N:29]=2)[C:8]([C:10]2([CH3:25])[CH2:13][CH2:12][N:11]2[C:14](=[O:24])[CH2:15][C:16]2[CH:17]=[C:18]([CH3:23])[CH:19]=[C:20]([CH3:22])[CH:21]=2)=[O:9])=[CH:31][CH:32]=1. (6) Given the reactants Br[C:2]1[CH:7]=[CH:6][N:5]2[CH:8]=[C:9]([C:11]3[CH:16]=[CH:15][CH:14]=[C:13]([O:17][CH3:18])[CH:12]=3)[N:10]=[C:4]2[CH:3]=1.[NH:19]1[CH2:24][CH2:23][CH2:22][CH2:21][CH2:20]1, predict the reaction product. The product is: [CH3:18][O:17][C:13]1[CH:12]=[C:11]([C:9]2[N:10]=[C:4]3[CH:3]=[C:2]([N:19]4[CH2:24][CH2:23][CH2:22][CH2:21][CH2:20]4)[CH:7]=[CH:6][N:5]3[CH:8]=2)[CH:16]=[CH:15][CH:14]=1. (7) Given the reactants [Cl:1][C:2]1[CH:7]=[CH:6][C:5](/[CH:8]=[CH:9]/[C:10]2[N:11]=[C:12]3[S:20][CH:19]=[CH:18][N:13]3[C:14](=[O:17])[C:15]=2I)=[CH:4][CH:3]=1.[C:21]1(B(O)O)[CH:26]=[CH:25][CH:24]=[CH:23][CH:22]=1.C(=O)([O-])[O-].[Na+].[Na+], predict the reaction product. The product is: [Cl:1][C:2]1[CH:7]=[CH:6][C:5](/[CH:8]=[CH:9]/[C:10]2[N:11]=[C:12]3[S:20][CH:19]=[CH:18][N:13]3[C:14](=[O:17])[C:15]=2[C:21]2[CH:26]=[CH:25][CH:24]=[CH:23][CH:22]=2)=[CH:4][CH:3]=1. (8) Given the reactants [NH2:1][C:2]1[N:7]=[C:6]([Cl:8])[CH:5]=[CH:4][N:3]=1.[NH2:9][C:10]1[CH:15]=[CH:14][C:13]([S:16]([NH2:19])(=[O:18])=[O:17])=[CH:12][CH:11]=1.Cl, predict the reaction product. The product is: [ClH:8].[NH2:1][C:2]1[N:7]=[C:6]([NH:9][C:10]2[CH:15]=[CH:14][C:13]([S:16]([NH2:19])(=[O:17])=[O:18])=[CH:12][CH:11]=2)[CH:5]=[CH:4][N:3]=1. (9) Given the reactants [NH2:1][CH2:2][C:3]1[CH:12]=[C:11]2[C:6]([CH2:7][CH2:8][CH:9]([NH:20][C:21](=[O:27])[O:22][C:23]([CH3:26])([CH3:25])[CH3:24])[CH:10]2[CH2:13][C:14]2[CH:19]=[CH:18][CH:17]=[CH:16][CH:15]=2)=[CH:5][CH:4]=1.C(N(CC)CC)C.[CH:35]1([S:39](Cl)(=[O:41])=[O:40])[CH2:38][CH2:37][CH2:36]1, predict the reaction product. The product is: [CH2:13]([CH:10]1[C:11]2[C:6](=[CH:5][CH:4]=[C:3]([CH2:2][NH:1][S:39]([CH:35]3[CH2:38][CH2:37][CH2:36]3)(=[O:41])=[O:40])[CH:12]=2)[CH2:7][CH2:8][CH:9]1[NH:20][C:21](=[O:27])[O:22][C:23]([CH3:24])([CH3:26])[CH3:25])[C:14]1[CH:15]=[CH:16][CH:17]=[CH:18][CH:19]=1.